Dataset: Full USPTO retrosynthesis dataset with 1.9M reactions from patents (1976-2016). Task: Predict the reactants needed to synthesize the given product. (1) Given the product [CH3:23][N:24]([CH3:28])[CH2:25][CH2:26][NH:27][C:12]([C:11]1[C:10]2[CH2:17][CH2:18][CH2:19][CH2:20][C:9]=2[S:8][C:7]=1[NH:6][C:4](=[O:5])[CH:3]([CH2:1][CH3:2])[CH2:21][CH3:22])=[O:14], predict the reactants needed to synthesize it. The reactants are: [CH2:1]([CH:3]([CH2:21][CH3:22])[C:4]([NH:6][C:7]1[S:8][C:9]2[CH2:20][CH2:19][CH2:18][CH2:17][C:10]=2[C:11]=1[C:12]([O:14]CC)=O)=[O:5])[CH3:2].[CH3:23][N:24]([CH3:28])[CH2:25][CH2:26][NH2:27]. (2) Given the product [F:9][C:10]1[CH:11]=[C:12]([NH:13][C:2]2[CH:7]=[C:6]([I:8])[N:5]=[CH:4][N:3]=2)[CH:14]=[CH:15][CH:16]=1, predict the reactants needed to synthesize it. The reactants are: I[C:2]1[CH:7]=[C:6]([I:8])[N:5]=[CH:4][N:3]=1.[F:9][C:10]1[CH:11]=[C:12]([CH:14]=[CH:15][CH:16]=1)[NH2:13].C(N(CC)C(C)C)(C)C.C(O)CCC.